From a dataset of NCI-60 drug combinations with 297,098 pairs across 59 cell lines. Regression. Given two drug SMILES strings and cell line genomic features, predict the synergy score measuring deviation from expected non-interaction effect. (1) Drug 1: C1=NC2=C(N=C(N=C2N1C3C(C(C(O3)CO)O)O)F)N. Drug 2: C1=CC=C(C(=C1)C(C2=CC=C(C=C2)Cl)C(Cl)Cl)Cl. Cell line: LOX IMVI. Synergy scores: CSS=0.252, Synergy_ZIP=3.66, Synergy_Bliss=4.58, Synergy_Loewe=-4.01, Synergy_HSA=-2.06. (2) Drug 2: COC1=NC(=NC2=C1N=CN2C3C(C(C(O3)CO)O)O)N. Synergy scores: CSS=-6.82, Synergy_ZIP=2.46, Synergy_Bliss=-0.647, Synergy_Loewe=-9.28, Synergy_HSA=-9.30. Cell line: MALME-3M. Drug 1: CC1C(C(=O)NC(C(=O)N2CCCC2C(=O)N(CC(=O)N(C(C(=O)O1)C(C)C)C)C)C(C)C)NC(=O)C3=C4C(=C(C=C3)C)OC5=C(C(=O)C(=C(C5=N4)C(=O)NC6C(OC(=O)C(N(C(=O)CN(C(=O)C7CCCN7C(=O)C(NC6=O)C(C)C)C)C)C(C)C)C)N)C. (3) Drug 1: C1CNP(=O)(OC1)N(CCCl)CCCl. Drug 2: C1C(C(OC1N2C=NC(=NC2=O)N)CO)O. Cell line: SN12C. Synergy scores: CSS=-7.63, Synergy_ZIP=0.581, Synergy_Bliss=-0.763, Synergy_Loewe=-13.7, Synergy_HSA=-11.4. (4) Drug 1: C1=C(C(=O)NC(=O)N1)F. Drug 2: CN(C(=O)NC(C=O)C(C(C(CO)O)O)O)N=O. Cell line: 786-0. Synergy scores: CSS=17.6, Synergy_ZIP=-2.72, Synergy_Bliss=-7.08, Synergy_Loewe=-18.9, Synergy_HSA=-6.65. (5) Drug 2: C(CN)CNCCSP(=O)(O)O. Cell line: NCI-H522. Drug 1: CCN(CC)CCNC(=O)C1=C(NC(=C1C)C=C2C3=C(C=CC(=C3)F)NC2=O)C. Synergy scores: CSS=-6.31, Synergy_ZIP=0.270, Synergy_Bliss=-6.20, Synergy_Loewe=-4.41, Synergy_HSA=-7.44. (6) Drug 1: C1=NC2=C(N1)C(=S)N=C(N2)N. Drug 2: CN(CCCl)CCCl.Cl. Cell line: SF-268. Synergy scores: CSS=27.4, Synergy_ZIP=-4.67, Synergy_Bliss=3.04, Synergy_Loewe=-2.13, Synergy_HSA=1.83. (7) Drug 1: C1=CC(=CC=C1C#N)C(C2=CC=C(C=C2)C#N)N3C=NC=N3. Drug 2: CN1C(=O)N2C=NC(=C2N=N1)C(=O)N. Cell line: M14. Synergy scores: CSS=2.77, Synergy_ZIP=-2.57, Synergy_Bliss=-5.47, Synergy_Loewe=1.03, Synergy_HSA=-6.87. (8) Drug 1: C1CCC(C1)C(CC#N)N2C=C(C=N2)C3=C4C=CNC4=NC=N3. Drug 2: B(C(CC(C)C)NC(=O)C(CC1=CC=CC=C1)NC(=O)C2=NC=CN=C2)(O)O. Cell line: A549. Synergy scores: CSS=13.5, Synergy_ZIP=-5.17, Synergy_Bliss=-3.28, Synergy_Loewe=-3.16, Synergy_HSA=-3.16.